From a dataset of Reaction yield outcomes from USPTO patents with 853,638 reactions. Predict the reaction yield, written as a fraction of the theoretical maximum amount of product (1.0 means a 100% yield; for example, 0.34 means a 34% yield). (1) The reactants are Br[CH2:2][C:3]1[CH:8]=[CH:7][C:6]([C:9]2[O:10][C:11]3[C:17]([C:18]([O:20][CH3:21])=[O:19])=[CH:16][CH:15]=[CH:14][C:12]=3[N:13]=2)=[CH:5][CH:4]=1.[CH3:22][NH2:23]. The catalyst is CO. The product is [CH3:22][NH:23][CH2:2][C:3]1[CH:8]=[CH:7][C:6]([C:9]2[O:10][C:11]3[C:17]([C:18]([O:20][CH3:21])=[O:19])=[CH:16][CH:15]=[CH:14][C:12]=3[N:13]=2)=[CH:5][CH:4]=1. The yield is 0.420. (2) The reactants are [NH:1]1[CH2:6][CH2:5][O:4][CH2:3][CH2:2]1.Br[C:8]1[CH:15]=[CH:14][C:11]([C:12]#[N:13])=[CH:10][CH:9]=1. The catalyst is O. The product is [N:1]1([C:8]2[CH:15]=[CH:14][C:11]([C:12]#[N:13])=[CH:10][CH:9]=2)[CH2:6][CH2:5][O:4][CH2:3][CH2:2]1. The yield is 0.650.